Dataset: Peptide-MHC class I binding affinity with 185,985 pairs from IEDB/IMGT. Task: Regression. Given a peptide amino acid sequence and an MHC pseudo amino acid sequence, predict their binding affinity value. This is MHC class I binding data. (1) The peptide sequence is VPRRKAKII. The MHC is HLA-A68:02 with pseudo-sequence HLA-A68:02. The binding affinity (normalized) is 0.0222. (2) The peptide sequence is SYMSTFPLF. The MHC is HLA-A32:15 with pseudo-sequence HLA-A32:15. The binding affinity (normalized) is 0.384. (3) The peptide sequence is TNPYNTPTFA. The MHC is Mamu-A01 with pseudo-sequence Mamu-A01. The binding affinity (normalized) is 0. (4) The peptide sequence is FLKEQGGL. The binding affinity (normalized) is 0. The MHC is HLA-A30:02 with pseudo-sequence HLA-A30:02. (5) The peptide sequence is YYNNFNNNY. The MHC is HLA-A29:02 with pseudo-sequence HLA-A29:02. The binding affinity (normalized) is 0.728. (6) The peptide sequence is RPQLGVGDV. The MHC is HLA-A31:01 with pseudo-sequence HLA-A31:01. The binding affinity (normalized) is 0.0847. (7) The binding affinity (normalized) is 0.0507. The MHC is HLA-A11:01 with pseudo-sequence HLA-A11:01. The peptide sequence is WLSSKGLACY. (8) The peptide sequence is NPALRMKWM. The MHC is HLA-A26:01 with pseudo-sequence HLA-A26:01. The binding affinity (normalized) is 0.0847. (9) The peptide sequence is LMAFANQIHH. The MHC is HLA-A68:01 with pseudo-sequence HLA-A68:01. The binding affinity (normalized) is 0.00511.